This data is from Peptide-MHC class II binding affinity with 134,281 pairs from IEDB. The task is: Regression. Given a peptide amino acid sequence and an MHC pseudo amino acid sequence, predict their binding affinity value. This is MHC class II binding data. (1) The peptide sequence is SSILTDSQTATKRIR. The MHC is DRB4_0101 with pseudo-sequence DRB4_0103. The binding affinity (normalized) is 0.194. (2) The peptide sequence is MRFDKGYISGYFVTDPERQE. The MHC is DRB1_0301 with pseudo-sequence DRB1_0301. The binding affinity (normalized) is 0.0894.